From a dataset of Forward reaction prediction with 1.9M reactions from USPTO patents (1976-2016). Predict the product of the given reaction. (1) Given the reactants [CH:1]1([C:4]2[N:5]=[CH:6][C:7]3[CH2:12][N:11](C(OC(C)(C)C)=O)[CH2:10][C:8]=3[N:9]=2)[CH2:3][CH2:2]1.[ClH:20], predict the reaction product. The product is: [ClH:20].[CH:1]1([C:4]2[N:5]=[CH:6][C:7]3[CH2:12][NH:11][CH2:10][C:8]=3[N:9]=2)[CH2:3][CH2:2]1. (2) Given the reactants [Br:1][C:2]1[CH:3]=[N:4][C:5]([OH:12])=[C:6]([CH:11]=1)[C:7]([O:9][CH3:10])=[O:8].OC1N=CC=CC=1C(O)=O.[C:23]1(B(O)O)[CH:28]=[CH:27][CH:26]=[CH:25][CH:24]=1.N, predict the reaction product. The product is: [Br:1][C:2]1[CH:11]=[C:6]([C:7]([O:9][CH3:10])=[O:8])[C:5](=[O:12])[N:4]([C:23]2[CH:28]=[CH:27][CH:26]=[CH:25][CH:24]=2)[CH:3]=1. (3) Given the reactants [N+:1]([C:4]1[CH:5]=[C:6]([CH2:10][C:11]([OH:13])=O)[CH:7]=[CH:8][CH:9]=1)([O-:3])=[O:2].C1N=CN([C:19]([N:21]2C=N[CH:23]=[CH:22]2)=O)C=1.C(N(CC)CC)C.Cl.N1CCC1, predict the reaction product. The product is: [N:21]1([C:11](=[O:13])[CH2:10][C:6]2[CH:7]=[CH:8][CH:9]=[C:4]([N+:1]([O-:3])=[O:2])[CH:5]=2)[CH2:19][CH2:23][CH2:22]1. (4) Given the reactants [CH2:1]([N:8]1[CH:12]=[C:11]([CH2:13][OH:14])[C:10]([O:15][CH2:16][C:17]2[CH:22]=[CH:21][CH:20]=[C:19]([O:23][CH2:24][C:25]3[N:26]=[C:27]([C:31]4[CH:36]=[CH:35][CH:34]=[CH:33][CH:32]=4)[O:28][C:29]=3[CH3:30])[CH:18]=2)=[N:9]1)[C:2]1[CH:7]=[CH:6][CH:5]=[CH:4][CH:3]=1, predict the reaction product. The product is: [CH2:1]([N:8]1[CH:12]=[C:11]([CH:13]=[O:14])[C:10]([O:15][CH2:16][C:17]2[CH:22]=[CH:21][CH:20]=[C:19]([O:23][CH2:24][C:25]3[N:26]=[C:27]([C:31]4[CH:32]=[CH:33][CH:34]=[CH:35][CH:36]=4)[O:28][C:29]=3[CH3:30])[CH:18]=2)=[N:9]1)[C:2]1[CH:7]=[CH:6][CH:5]=[CH:4][CH:3]=1.